Dataset: Forward reaction prediction with 1.9M reactions from USPTO patents (1976-2016). Task: Predict the product of the given reaction. (1) Given the reactants [F:1][C:2]1[CH:7]=[CH:6][CH:5]=[C:4]([F:8])[C:3]=1[C:9]1[C:18]2[CH:17]=[C:16]([CH:19]=C)[CH:15]=[CH:14][C:13]=2[C:12]2[N:21]([S:24]([N:27]([CH3:29])[CH3:28])(=[O:26])=[O:25])[N:22]=[CH:23][C:11]=2[N:10]=1.O.C([OH:35])CCC.I([O-])(=O)(=O)=O.[Na+], predict the reaction product. The product is: [F:1][C:2]1[CH:7]=[CH:6][CH:5]=[C:4]([F:8])[C:3]=1[C:9]1[C:18]2[CH:17]=[C:16]([CH:19]=[O:35])[CH:15]=[CH:14][C:13]=2[C:12]2[N:21]([S:24]([N:27]([CH3:29])[CH3:28])(=[O:26])=[O:25])[N:22]=[CH:23][C:11]=2[N:10]=1. (2) Given the reactants [CH3:1][N:2]([CH3:15])[C:3]1[O:4][C:5]2[C:6](=[C:8]([C:12]([OH:14])=O)[CH:9]=[CH:10][CH:11]=2)[N:7]=1.Cl.Cl.[NH2:18][C@H:19]1[CH:24]2[CH2:25][CH2:26][N:21]([CH2:22][CH2:23]2)[CH2:20]1, predict the reaction product. The product is: [N:21]12[CH2:20][C@@H:19]([NH:18][C:12]([C:8]3[CH:9]=[CH:10][CH:11]=[C:5]4[O:4][C:3]([N:2]([CH3:1])[CH3:15])=[N:7][C:6]=34)=[O:14])[CH:24]([CH2:25][CH2:26]1)[CH2:23][CH2:22]2.